Dataset: Forward reaction prediction with 1.9M reactions from USPTO patents (1976-2016). Task: Predict the product of the given reaction. Given the reactants [CH:1]([N:4]1[CH2:13][CH2:12][C:11]2[N:10]=[C:9]([NH:14][C:15]([NH:17][C@@H:18]([C:20]3[CH:25]=[CH:24][CH:23]=[CH:22][CH:21]=3)[CH3:19])=[O:16])[CH:8]=[C:7]3[N:26](C(C4C=CC=CC=4)(C4C=CC=CC=4)C4C=CC=CC=4)[N:27]=[C:5]1[C:6]=23)([CH3:3])[CH3:2].C([SiH](CC)CC)C, predict the reaction product. The product is: [CH:1]([N:4]1[CH2:13][CH2:12][C:11]2[N:10]=[C:9]([NH:14][C:15]([NH:17][C@@H:18]([C:20]3[CH:25]=[CH:24][CH:23]=[CH:22][CH:21]=3)[CH3:19])=[O:16])[CH:8]=[C:7]3[NH:26][N:27]=[C:5]1[C:6]=23)([CH3:2])[CH3:3].